This data is from Full USPTO retrosynthesis dataset with 1.9M reactions from patents (1976-2016). The task is: Predict the reactants needed to synthesize the given product. (1) Given the product [BrH:19].[NH2:1][C:2]1[N:3]=[C:4]([CH3:18])[C:5]2[CH:11]=[C:10]([Br:19])[C:9](=[O:12])[N:8]([CH:13]3[CH2:17][CH2:16][O:15][CH2:14]3)[C:6]=2[N:7]=1, predict the reactants needed to synthesize it. The reactants are: [NH2:1][C:2]1[N:3]=[C:4]([CH3:18])[C:5]2[CH:11]=[CH:10][C:9](=[O:12])[N:8]([CH:13]3[CH2:17][CH2:16][O:15][CH2:14]3)[C:6]=2[N:7]=1.[Br:19]Br. (2) Given the product [Cl:4][C:5]1[CH:6]=[C:7]([C:12]2[NH:13][C:14]3[N:15]([N:19]=[CH:20][C:21]=3[C:22]3[O:23][N:27]=[C:25]([CH3:26])[N:24]=3)[C:16](=[O:18])[CH:17]=2)[CH:8]=[CH:9][C:10]=1[Cl:11], predict the reactants needed to synthesize it. The reactants are: NO.Cl.[Cl:4][C:5]1[CH:6]=[C:7]([C:12]2[NH:13][C:14]3[N:15]([N:19]=[CH:20][C:21]=3[C:22](/[N:24]=[C:25](/[N:27](C)C)\[CH3:26])=[O:23])[C:16](=[O:18])[CH:17]=2)[CH:8]=[CH:9][C:10]=1[Cl:11].[OH-].[Na+].CC(O)=O. (3) Given the product [CH:18]1([C:16]([NH:15][C:13]2[N:14]=[C:9]3[CH:8]=[CH:7][C:6]([O:5][C:4]4[CH:3]=[C:2]([NH:1][C:29](=[O:30])[C:28]5[CH:32]=[CH:33][C:25]([F:24])=[C:26]([C:34]([F:37])([F:35])[F:36])[CH:27]=5)[CH:23]=[CH:22][CH:21]=4)=[N:11][N:10]3[CH:12]=2)=[O:17])[CH2:20][CH2:19]1, predict the reactants needed to synthesize it. The reactants are: [NH2:1][C:2]1[CH:3]=[C:4]([CH:21]=[CH:22][CH:23]=1)[O:5][C:6]1[CH:7]=[CH:8][C:9]2[N:10]([CH:12]=[C:13]([NH:15][C:16]([CH:18]3[CH2:20][CH2:19]3)=[O:17])[N:14]=2)[N:11]=1.[F:24][C:25]1[CH:33]=[CH:32][C:28]([C:29](O)=[O:30])=[CH:27][C:26]=1[C:34]([F:37])([F:36])[F:35].ON1C2C=CC=CC=2N=N1.Cl.C(N=C=NCCCN(C)C)C. (4) Given the product [NH:19]1[C:15]2=[N:16][CH:17]=[CH:18][C:13]([C:9]3[CH:8]=[C:7]([C:4]([CH3:41])([CH2:5][CH3:6])[CH2:3][N:2]([CH3:1])[CH3:42])[CH:12]=[CH:11][CH:10]=3)=[C:14]2[CH:21]=[N:20]1, predict the reactants needed to synthesize it. The reactants are: [CH3:1][N:2]([CH3:42])[CH2:3][C:4]([CH3:41])([C:7]1[CH:12]=[CH:11][CH:10]=[C:9]([C:13]2[CH:18]=[CH:17][N:16]=[C:15]3[N:19](C(C4C=CC=CC=4)(C4C=CC=CC=4)C4C=CC=CC=4)[N:20]=[CH:21][C:14]=23)[CH:8]=1)[CH2:5][CH3:6].C([SiH](CC)CC)C.C(O)(C(F)(F)F)=O.